Dataset: Drug-target binding data from BindingDB using IC50 measurements. Task: Regression. Given a target protein amino acid sequence and a drug SMILES string, predict the binding affinity score between them. We predict pIC50 (pIC50 = -log10(IC50 in M); higher means more potent). Dataset: bindingdb_ic50. (1) The small molecule is Cc1cn([C@H]2C[C@H](N=[N+]=[N-])[C@@H](CO)O2)c(=O)[nH]c1=O. The target protein (Q9PPP5) has sequence MAKVNAFSKKIGWIELITGPMFAGKTAELIRRLHRLEYADVKYLVFKPKIDTRSIRNIQSRTGTSLPSVEVESAPEILNYIMSNSFNDETKVIGIDEVQFFDDRICEVANILAENGFVVIISGLDKNFKGEPFGPIAKLFTYADKITKLTAICNECGAEATHSLRKIDGKHADYNDDIVKIGCQEFYSAVCRHHHKVPNRPYLNSNSEEFIKFFKNKKRNKNI. The pIC50 is 4.9. (2) The compound is CCC(C)(O)c1ccc(-c2cc3c(N4CC(C(=O)N[C@@H](C)c5ccc(F)cc5)C4)ncnn3c2)cc1. The target protein sequence is MRGARGAWDFLCVLLLLLRVQTGSSQPSVSPGEPSPPSIHPGKSDLIVRVGDEIRLLCTDPGFVKWTFEILDETNENKQNEWITEKAEATNTGKYTCTNKHGLSNSIYVFVRDPAKLFLVDRSLYGKEDNDTLVRCPLTDPEVTNYSLKGCQGKPLPKDLRFIPDPKAGIMIKSVKRAYHRLCLHCSVDQEGKSVLSEKFILKVRPAFKAVPVVSVSKASYLLREGEEFTVTCTIKDVSSSVYSTWKRENSQTKLQEKYNSWHHGDFNYERQATLTISSARVNDSGVFMCYANNTFGSANVTTTLEVVDKGFINIFPMINTTVFVNDGENVDLIVEYEAFPKPEHQQWIYMNRTFTDKWEDYPKSENESNIRYVSELHLTRLKGTEGGTYTFLVSNSDVNAAIAFNVYVNTKPEILTYDRLVNGMLQCVAAGFPEPTIDWYFCPGTEQRCSASVLPVDVQTLNSSGPPFGKLVVQSSIDSSAFKHNGTVECKAYNDVGKT.... The pIC50 is 7.3. (3) The drug is CC(Nc1ncc(-c2noc(C(F)(F)F)n2)cc1Cl)c1ccncc1. The target protein sequence is SQSHPDGLSGRDQPVELLNPARVNHMPSTVDVATALPLQVAPSAVPMDLRLDHQFSLPVAEPALREQQLQQELLALKQKQQIQRQILIAEFQRQHEQLSRQHEAQLHEHIKQQQEMLAMKHQQELLEHQRKLERHRQEQELEKQHREQKLQQLKNKEKGKESAVASTEVKMKLQEFVLNKKKALAHRNLNHCISSDPRYWYGKTQHSSLDQSSPPQSGVSTSYNHPVLGMYDAKDDFPLRKTASEPNLKLRSRLKQKVAERRSSPLLRRKDGPVVTALKKRPLDVTDSACSSAPGSGPSSPNNSSGSVSAENGIAPAVPSIPAETSLAHRLVAREGSAAPLPLYTSPSLPNITLGLPATGPSAGTAGQQDAERLTLPALQQRLSLFPGTHLTPYLSTSPLERDGGAAHSPLLQHMVLLEQPPAQAPLVTGLGALPLHAQSLVGADRVSPSIHKLRQHRPLGRTQSAPLPQNAQALQHLVIQQQHQQFLEKHKQQFQQQQL.... The pIC50 is 8.2. (4) The drug is CC(C)C[C@@H](CO)NC(=O)C1O[C@H]2CN(Cc3ccccc3)C(=O)[C@@H]1O2. The target protein (P0CS83) has sequence MFLKNIFIALAIALLVDATPTTTKRSAGFVALDFSVVKTPKAFPVTNGQEGKTSKRQAVPVTLHNEQVTYAADITVGSNNQKLNVIVDTGSSDLWVPDVNVDCQVTYSDQTADFCKQKGTYDPSGSSASQDLNTPFKIGYGDGSSSQGTLYKDTVGFGGVSIKNQVLADVDSTSIDQGILGVGYKTNEAGGSYDNVPVTLKKQGVIAKNAYSLYLNSPDAATGQIIFGGVDNAKYSGSLIALPVTSDRELRISLGSVEVSGKTINTDNVDVLLDSGTTITYLQQDLADQIIKAFNGKLTQDSNGNSFYEVDCNLSGDVVFNFSKNAKISVPASEFAASLQGDDGQPYDKCQLLFDVNDANILGDNFLRSAYIVYDLDDNEISLAQVKYTSASSISALT. The pIC50 is 6.3.